Dataset: Forward reaction prediction with 1.9M reactions from USPTO patents (1976-2016). Task: Predict the product of the given reaction. (1) Given the reactants [NH2:1][C@H:2]([C:5]1[N:14]([C:15]2[CH:20]=[CH:19][CH:18]=[CH:17][CH:16]=2)[C:13](=[O:21])[C:12]2[C:7](=[CH:8][CH:9]=[CH:10][C:11]=2[F:22])[N:6]=1)[CH2:3][CH3:4].Br[C:24]1[N:32]=[CH:31][N:30]=[C:29]2[C:25]=1[NH:26][CH:27]=[N:28]2.CCN(C(C)C)C(C)C, predict the reaction product. The product is: [F:22][C:11]1[CH:10]=[CH:9][CH:8]=[C:7]2[C:12]=1[C:13](=[O:21])[N:14]([C:15]1[CH:16]=[CH:17][CH:18]=[CH:19][CH:20]=1)[C:5]([C@@H:2]([NH:1][C:24]1[N:32]=[CH:31][N:30]=[C:29]3[C:25]=1[N:26]=[CH:27][NH:28]3)[CH2:3][CH3:4])=[N:6]2. (2) Given the reactants C(N(CC)C(C)C)(C)C.CN(C(ON1N=NC2C=CC=NC1=2)=[N+](C)C)C.F[P-](F)(F)(F)(F)F.[F:34][C:35]1[CH:74]=[N:73][C:38]2[N:39]([C:64]3[CH:65]=[C:66]([CH:70]=[CH:71][CH:72]=3)[C:67]([OH:69])=O)[C:40](=[O:63])[N:41]([C@H:44]3[CH2:49][CH2:48][C@@H:47]([NH:50][C:51]([C:53]4[N:54]=[C:55]5[CH:60]=[CH:59][C:58]([F:61])=[CH:57][N:56]5[CH:62]=4)=[O:52])[CH2:46][CH2:45]3)[C:42](=[O:43])[C:37]=2[CH:36]=1.[CH2:75]([NH2:82])[C:76]1[CH:81]=[CH:80][CH:79]=[CH:78][CH:77]=1, predict the reaction product. The product is: [CH2:75]([NH:82][C:67]([C:66]1[CH:65]=[C:64]([N:39]2[C:38]3[N:73]=[CH:74][C:35]([F:34])=[CH:36][C:37]=3[C:42](=[O:43])[N:41]([C@@H:44]3[CH2:45][CH2:46][C@H:47]([NH:50][C:51]([C:53]4[N:54]=[C:55]5[CH:60]=[CH:59][C:58]([F:61])=[CH:57][N:56]5[CH:62]=4)=[O:52])[CH2:48][CH2:49]3)[C:40]2=[O:63])[CH:72]=[CH:71][CH:70]=1)=[O:69])[C:76]1[CH:81]=[CH:80][CH:79]=[CH:78][CH:77]=1. (3) The product is: [OH:3][CH2:4][CH2:5][O:6][NH:7][C:8]([C:10]1[C:11]([NH:28][C:29]2[CH:34]=[CH:33][C:32]([I:35])=[CH:31][C:30]=2[F:36])=[C:12]2[CH:18]=[N:17][NH:16][C:13]2=[N:14][CH:15]=1)=[O:9]. Given the reactants C([O:3][CH2:4][CH2:5][O:6][NH:7][C:8]([C:10]1[C:11]([NH:28][C:29]2[CH:34]=[CH:33][C:32]([I:35])=[CH:31][C:30]=2[F:36])=[C:12]2[CH:18]=[N:17][N:16](CC3C=CC(OC)=CC=3)[C:13]2=[N:14][CH:15]=1)=[O:9])=C, predict the reaction product. (4) Given the reactants Br[C:2]1[CH:3]=[C:4]([F:9])[C:5](F)=[N:6][CH:7]=1.[CH3:10][N:11]([CH:19]1[CH2:24][CH2:23][N:22](C2N=CC(B3OC(C)(C)C(C)(C)O3)=CN=2)[CH2:21][CH2:20]1)[C:12](=[O:18])[O:13][C:14]([CH3:17])([CH3:16])[CH3:15].Br[C:41]1[CH:46]=[CH:45][C:44]([N:47]2[C:51](=[O:52])[N:50]([CH2:53][CH2:54][CH3:55])[N:49]=[CH:48]2)=[C:43]([F:56])[CH:42]=1, predict the reaction product. The product is: [F:9][C:4]1[C:5]([N:22]2[CH2:21][CH2:20][CH:19]([N:11]([CH3:10])[C:12](=[O:18])[O:13][C:14]([CH3:15])([CH3:16])[CH3:17])[CH2:24][CH2:23]2)=[N:6][CH:7]=[C:2]([C:41]2[CH:46]=[CH:45][C:44]([N:47]3[C:51](=[O:52])[N:50]([CH2:53][CH2:54][CH3:55])[N:49]=[CH:48]3)=[C:43]([F:56])[CH:42]=2)[CH:3]=1. (5) Given the reactants [CH3:1][CH2:2][O:3][C:4]([CH:6]1[CH2:12][CH2:11][C:9](=O)[CH2:8][CH2:7]1)=[O:5].[C:13]([O:17][C:18]([CH3:21])([CH3:20])[CH3:19])(=[O:16])[NH:14][NH2:15].C(O[BH-](OC(=O)C)OC(=O)C)(=O)C.[Na+].C(=O)([O-])O.[Na+], predict the reaction product. The product is: [C:18]([O:17][C:13]([NH:14][NH:15][C@H:9]1[CH2:11][CH2:12][C@H:6]([C:4]([O:3][CH2:2][CH3:1])=[O:5])[CH2:7][CH2:8]1)=[O:16])([CH3:21])([CH3:20])[CH3:19].